Dataset: Forward reaction prediction with 1.9M reactions from USPTO patents (1976-2016). Task: Predict the product of the given reaction. (1) Given the reactants FC(F)(F)S(O[C:7]1[C:8]([C:18](=[O:20])[CH3:19])=[CH:9][C:10]([Cl:17])=[C:11]2[C:16]=1[N:15]=[CH:14][CH:13]=[CH:12]2)(=O)=O.[NH:23]1[CH2:28][CH2:27][CH:26]([C:29]#[N:30])[CH2:25][CH2:24]1.C1C=CC(P(C2C=CC3C(=CC=CC=3)C=2C2C3C(=CC=CC=3)C=CC=2P(C2C=CC=CC=2)C2C=CC=CC=2)C2C=CC=CC=2)=CC=1.C(=O)([O-])[O-].[Cs+].[Cs+], predict the reaction product. The product is: [C:18]([C:8]1[C:7]([N:23]2[CH2:28][CH2:27][CH:26]([C:29]#[N:30])[CH2:25][CH2:24]2)=[C:16]2[C:11]([CH:12]=[CH:13][CH:14]=[N:15]2)=[C:10]([Cl:17])[CH:9]=1)(=[O:20])[CH3:19]. (2) Given the reactants [C:1]1(=[O:14])[C:9]2[C:8]3[CH:10]=[CH:11][CH2:12][O:13][C:7]=3[CH:6]=[CH:5][C:4]=2[CH2:3][NH:2]1.[N:15]([O-:17])=[O:16].[Na+].II, predict the reaction product. The product is: [N+:15]([C:11]1[CH2:12][O:13][C:7]2[CH:6]=[CH:5][C:4]3[CH2:3][NH:2][C:1](=[O:14])[C:9]=3[C:8]=2[CH:10]=1)([O-:17])=[O:16]. (3) Given the reactants [CH2:1]([O:3][C:4]([N:6]1[CH2:11][CH2:10][N:9]([C:12](=[O:44])[C@@H:13]([NH:23][C:24]([C:26]2[CH:30]=[C:29]([O:31][CH2:32][C:33](O)=[O:34])[N:28]([C:36]3[CH:41]=[CH:40][C:39]([F:42])=[C:38]([F:43])[CH:37]=3)[N:27]=2)=[O:25])[CH2:14][CH2:15][C:16]([O:18][C:19]([CH3:22])([CH3:21])[CH3:20])=[O:17])[CH2:8][CH2:7]1)=[O:5])[CH3:2].C1C=CC2N(O)N=NC=2C=1.CCN(C(C)C)C(C)C.Cl.[CH2:65]([O:72][C:73](=[O:79])[C@@H:74]1[CH2:78][CH2:77][CH2:76][NH:75]1)[C:66]1[CH:71]=[CH:70][CH:69]=[CH:68][CH:67]=1, predict the reaction product. The product is: [CH2:1]([O:3][C:4]([N:6]1[CH2:7][CH2:8][N:9]([C:12](=[O:44])[C@@H:13]([NH:23][C:24]([C:26]2[CH:30]=[C:29]([O:31][CH2:32][C:33]([N:75]3[CH2:76][CH2:77][CH2:78][C@H:74]3[C:73]([O:72][CH2:65][C:66]3[CH:67]=[CH:68][CH:69]=[CH:70][CH:71]=3)=[O:79])=[O:34])[N:28]([C:36]3[CH:41]=[CH:40][C:39]([F:42])=[C:38]([F:43])[CH:37]=3)[N:27]=2)=[O:25])[CH2:14][CH2:15][C:16]([O:18][C:19]([CH3:22])([CH3:21])[CH3:20])=[O:17])[CH2:10][CH2:11]1)=[O:5])[CH3:2].